From a dataset of KCNQ2 potassium channel screen with 302,405 compounds. Binary Classification. Given a drug SMILES string, predict its activity (active/inactive) in a high-throughput screening assay against a specified biological target. (1) The drug is O1CCN(CCCn2c3nc4n(c(=O)c3cc(c2=N)C(=O)NCCN2CCOCC2)cc(cc4)C)CC1. The result is 0 (inactive). (2) The molecule is Fc1cc(NCCC(=O)c2oc3c(c2)cccc3)ccc1. The result is 0 (inactive).